This data is from Reaction yield outcomes from USPTO patents with 853,638 reactions. The task is: Predict the reaction yield, written as a fraction of the theoretical maximum amount of product (1.0 means a 100% yield; for example, 0.34 means a 34% yield). (1) The reactants are [Si:1]([O:18][CH2:19][C:20]1[C:21]([N:35]2[CH2:40][C@H:39]([CH3:41])[O:38][C@H:37]([CH3:42])[CH2:36]2)=[C:22]([F:34])[C:23]2[O:27][N:26]=[C:25]([C:28]([O:30]CC)=O)[C:24]=2[CH:33]=1)([C:14]([CH3:17])([CH3:16])[CH3:15])([C:8]1[CH:13]=[CH:12][CH:11]=[CH:10][CH:9]=1)[C:2]1[CH:7]=[CH:6][CH:5]=[CH:4][CH:3]=1.[NH2:43][NH2:44]. The catalyst is C(O)C.ClCCl.[Cl-].[Na+].O. The product is [Si:1]([O:18][CH2:19][C:20]1[C:21]([N:35]2[CH2:40][C@H:39]([CH3:41])[O:38][C@H:37]([CH3:42])[CH2:36]2)=[C:22]([F:34])[C:23]2[O:27][N:26]=[C:25]([C:28]([NH:43][NH2:44])=[O:30])[C:24]=2[CH:33]=1)([C:14]([CH3:15])([CH3:17])[CH3:16])([C:8]1[CH:9]=[CH:10][CH:11]=[CH:12][CH:13]=1)[C:2]1[CH:3]=[CH:4][CH:5]=[CH:6][CH:7]=1. The yield is 0.725. (2) The yield is 0.680. The product is [F:52][C:43]1[CH:44]=[C:45]([C:46]2[CH:51]=[CH:50][CH:49]=[CH:48][CH:47]=2)[C:39]2[O:38][CH:37]([CH2:36][NH2:33])[CH2:41][C:40]=2[CH:42]=1. The catalyst is [Pd]. The reactants are CC1C=CC(S(OCC2CC3C=C(F)C=C(C4C=CC=CC=4)C=3O2)(=O)=O)=CC=1.[N-]=[N+]=[N-].[Na+].[N:33]([CH2:36][CH:37]1[CH2:41][C:40]2[CH:42]=[C:43]([F:52])[CH:44]=[C:45]([C:46]3[CH:51]=[CH:50][CH:49]=[CH:48][CH:47]=3)[C:39]=2[O:38]1)=[N+]=[N-].[N-]=[N+]=[N-]. (3) The reactants are [CH3:1][C:2]1[CH:11]=[CH:10][C:9]2[C:4](=[CH:5][CH:6]=[CH:7][C:8]=2[N:12]2[CH2:17][CH2:16][N:15]([CH2:18][CH2:19][C:20]3[CH:21]=[C:22]([CH:24]=[CH:25][CH:26]=3)[NH2:23])[CH2:14][CH2:13]2)[N:3]=1.[CH3:27][O:28][CH2:29][C:30](Cl)=[O:31]. No catalyst specified. The product is [CH3:27][O:28][CH2:29][C:30]([NH:23][C:22]1[CH:24]=[CH:25][CH:26]=[C:20]([CH2:19][CH2:18][N:15]2[CH2:14][CH2:13][N:12]([C:8]3[CH:7]=[CH:6][CH:5]=[C:4]4[C:9]=3[CH:10]=[CH:11][C:2]([CH3:1])=[N:3]4)[CH2:17][CH2:16]2)[CH:21]=1)=[O:31]. The yield is 0.620. (4) The reactants are [CH3:1][O:2][CH2:3][O:4][C:5]1[CH:12]=[CH:11][C:8]([CH:9]=[O:10])=[CH:7][CH:6]=1.[F:13][C:14]([Si](C)(C)C)([F:16])[F:15].[F-].C([N+](CCCC)(CCCC)CCCC)CCC.O. The catalyst is O1CCCC1.C(OCC)(=O)C. The product is [CH3:1][O:2][CH2:3][O:4][C:5]1[CH:12]=[CH:11][C:8]([CH:9]([OH:10])[C:14]([F:16])([F:15])[F:13])=[CH:7][CH:6]=1. The yield is 0.960.